This data is from Catalyst prediction with 721,799 reactions and 888 catalyst types from USPTO. The task is: Predict which catalyst facilitates the given reaction. (1) Reactant: [Br:1][C:2]1[N:3]=[C:4]([CH:12]2[CH2:17][CH2:16][N:15]([CH3:18])[C:14](=[O:19])[CH2:13]2)[N:5]2[CH:10]=[CH:9][N:8]=[C:7](Cl)[C:6]=12.[OH-].[NH4+:21]. Product: [NH2:21][C:7]1[C:6]2[N:5]([C:4]([CH:12]3[CH2:17][CH2:16][N:15]([CH3:18])[C:14](=[O:19])[CH2:13]3)=[N:3][C:2]=2[Br:1])[CH:10]=[CH:9][N:8]=1. The catalyst class is: 41. (2) Reactant: [CH3:1][N:2]1[CH:6]=[CH:5][N:4]=[CH:3]1.[CH2:7]([Br:9])[CH3:8]. Product: [Br-:9].[CH2:5]([N+:4]1[CH:8]=[CH:7][N:2]([CH3:1])[CH:3]=1)[CH3:6]. The catalyst class is: 10. (3) Reactant: Br[C:2]1[CH:7]=[CH:6][C:5]([OH:8])=[C:4]([CH2:9][C:10]2[CH:15]=[CH:14][C:13]([F:16])=[CH:12][CH:11]=2)[CH:3]=1.CC1C=C(C=C(C)C=1CC1C=CC(OCOC)=C(CC2C=CC(F)=CC=2)C=1)C(OC)=O. Product: [F:16][C:13]1[CH:12]=[CH:11][C:10]([CH2:9][C:4]2[CH:3]=[CH:2][CH:7]=[CH:6][C:5]=2[OH:8])=[CH:15][CH:14]=1. The catalyst class is: 43. (4) Reactant: [C:1]1([S:7]([NH:10][C:11]2[CH:16]=[CH:15][C:14]([Cl:17])=[CH:13][C:12]=2[N+:18]([O-])=O)(=[O:9])=[O:8])[CH:6]=[CH:5][CH:4]=[CH:3][CH:2]=1. Product: [C:1]1([S:7]([NH:10][C:11]2[CH:16]=[CH:15][C:14]([Cl:17])=[CH:13][C:12]=2[NH2:18])(=[O:8])=[O:9])[CH:2]=[CH:3][CH:4]=[CH:5][CH:6]=1. The catalyst class is: 342. (5) Reactant: [F:1][C:2]([F:42])([F:41])[C:3]1[CH:4]=[C:5]([CH:34]=[C:35]([C:37]([F:40])([F:39])[F:38])[CH:36]=1)[CH2:6][N:7]([CH2:15][C:16]1[C:17]([N:26]([CH2:30][CH:31]2[CH2:33][CH2:32]2)[CH2:27][CH2:28][CH3:29])=[N:18][C:19](S(C)(=O)=O)=[N:20][CH:21]=1)[C:8]1[N:13]=[CH:12][C:11]([Br:14])=[CH:10][N:9]=1.[CH3:43][O-:44].[Na+]. Product: [F:1][C:2]([F:42])([F:41])[C:3]1[CH:4]=[C:5]([CH:34]=[C:35]([C:37]([F:40])([F:39])[F:38])[CH:36]=1)[CH2:6][N:7]([CH2:15][C:16]1[C:17]([N:26]([CH2:30][CH:31]2[CH2:33][CH2:32]2)[CH2:27][CH2:28][CH3:29])=[N:18][C:19]([O:44][CH3:43])=[N:20][CH:21]=1)[C:8]1[N:13]=[CH:12][C:11]([Br:14])=[CH:10][N:9]=1. The catalyst class is: 5. (6) Product: [O:17]1[C:16]2([CH2:21][CH2:22][CH:13]([CH2:12][CH2:10][OH:9])[CH2:14][CH2:15]2)[O:20][CH2:19][CH2:18]1. The catalyst class is: 1. Reactant: [H-].[Al+3].[Li+].[H-].[H-].[H-].C([O:9][C:10]([CH2:12][CH:13]1[CH2:22][CH2:21][C:16]2([O:20][CH2:19][CH2:18][O:17]2)[CH2:15][CH2:14]1)=O)C. (7) Reactant: [C:1]([O:5][OH:6])([CH3:4])([CH3:3])[CH3:2].[OH-].[K+].[CH3:9][CH:10]([CH2:15][C:16]([CH3:19])([CH3:18])[CH3:17])[CH2:11][C:12](Cl)=[O:13].Cl. Product: [CH3:9][CH:10]([CH2:15][C:16]([CH3:19])([CH3:18])[CH3:17])[CH2:11][C:12]([O:6][O:5][C:1]([CH3:4])([CH3:3])[CH3:2])=[O:13]. The catalyst class is: 6.